The task is: Predict the reactants needed to synthesize the given product.. This data is from Full USPTO retrosynthesis dataset with 1.9M reactions from patents (1976-2016). (1) Given the product [CH3:5][C:2]([N:6]1[CH2:7][CH2:8][CH:9]([S:12]([C:14]2[CH:15]=[CH:16][C:17]3[O:23][CH2:22][CH2:21][N:20]4[CH:24]=[C:25]([C:27]5[CH:32]=[CH:31][CH:30]=[CH:29][N:28]=5)[N:26]=[C:19]4[C:18]=3[CH:33]=2)(=[O:35])=[O:13])[CH2:10][CH2:11]1)([CH3:1])[CH2:3][OH:4], predict the reactants needed to synthesize it. The reactants are: [CH3:1][C:2]([N:6]1[CH2:11][CH2:10][CH:9]([S:12]([C:14]2[CH:15]=[CH:16][C:17]3[O:23][CH2:22][CH2:21][N:20]4[CH:24]=[C:25]([C:27]5[CH:32]=[CH:31][CH:30]=[CH:29][N:28]=5)[N:26]=[C:19]4[C:18]=3[CH:33]=2)=[O:13])[CH2:8][CH2:7]1)([CH3:5])[CH2:3][OH:4].C(O)(C(F)(F)F)=[O:35].C1C=C(Cl)C=C(C(OO)=O)C=1. (2) Given the product [C:23]1([C:29]#[C:30][C:20]2[S:21][C:8]3[CH:7]=[C:6]([C:4]([OH:3])=[O:5])[N:10]([CH:11]([C:30]#[C:29][C:23]4[CH:28]=[CH:27][CH:26]=[CH:25][CH:24]=4)[C:12]4[CH:17]=[CH:16][CH:15]=[CH:14][CH:13]=4)[C:9]=3[CH:19]=2)[CH:28]=[CH:27][CH:26]=[CH:25][CH:24]=1, predict the reactants needed to synthesize it. The reactants are: C([O:3][C:4]([C:6]1[N:10]([CH2:11][C:12]2[CH:17]=[CH:16][CH:15]=[CH:14][C:13]=2Br)[C:9]2[CH:19]=[C:20](Br)[S:21][C:8]=2[CH:7]=1)=[O:5])C.[C:23]1([C:29]#[C:30][Sn](C)(C)C)[CH:28]=[CH:27][CH:26]=[CH:25][CH:24]=1. (3) The reactants are: C(OC(=O)[N:7]([C:17]1[C:18]([C:24]([C:26]2[C:27]3[CH:34]=[CH:33][N:32]([Si](C(C)(C)C)(C)C)[C:28]=3[N:29]=[CH:30][CH:31]=2)=[O:25])=[N:19][CH:20]=[C:21]([Cl:23])[CH:22]=1)CC1C=CC(OC)=CC=1)(C)(C)C. Given the product [NH2:7][C:17]1[C:18]([C:24]([C:26]2[CH:31]=[CH:30][N:29]=[C:28]3[NH:32][CH:33]=[CH:34][C:27]=23)=[O:25])=[N:19][CH:20]=[C:21]([Cl:23])[CH:22]=1, predict the reactants needed to synthesize it. (4) Given the product [NH2:24][C:17]1[C:16]2[C:15]3[CH:25]=[CH:26][NH:27][C:14]=3[C:13]([C:38]3[CH:43]=[CH:42][CH:41]=[CH:40][C:39]=3[CH2:44][CH2:45][C:46]([OH:48])=[O:47])=[CH:22][C:21]=2[N:20]=[C:19]([NH2:23])[N:18]=1, predict the reactants needed to synthesize it. The reactants are: FC(F)(F)C1C=C([C:13]2[C:14]3[NH:27][CH:26]=[CH:25][C:15]=3[C:16]3[C:21]([CH:22]=2)=[N:20][C:19]([NH2:23])=[N:18][C:17]=3[NH2:24])C=C(C(F)(F)F)C=1.CC1(C)C(C)(C)OB([C:38]2[CH:43]=[CH:42][CH:41]=[CH:40][C:39]=2[CH2:44][CH2:45][C:46]([OH:48])=[O:47])O1.C(=O)([O-])[O-].[Na+].[Na+].C(O)C.